Dataset: Full USPTO retrosynthesis dataset with 1.9M reactions from patents (1976-2016). Task: Predict the reactants needed to synthesize the given product. (1) The reactants are: [F:1][C:2]1[CH:7]=[CH:6][CH:5]=[C:4]([F:8])[C:3]=1[C:9]1[C:10](=[O:29])[CH:11]=[CH:12][N:13]2[C:18]=1[CH:17]=[CH:16][C:15]([C:19]#[C:20][C:21]1[CH:26]=[CH:25][C:24]([F:27])=[CH:23][C:22]=1[F:28])=[CH:14]2. Given the product [F:1][C:2]1[CH:7]=[CH:6][CH:5]=[C:4]([F:8])[C:3]=1[C:9]1[C:10](=[O:29])[CH:11]=[CH:12][N:13]2[C:18]=1[CH:17]=[CH:16][C:15]([CH2:19][CH2:20][C:21]1[CH:26]=[CH:25][C:24]([F:27])=[CH:23][C:22]=1[F:28])=[CH:14]2, predict the reactants needed to synthesize it. (2) Given the product [ClH:1].[N:2]1([CH:7]2[CH2:12][CH2:11][NH:10][CH2:9][CH2:8]2)[CH:6]=[CH:5][N:4]=[CH:17]1, predict the reactants needed to synthesize it. The reactants are: [ClH:1].[N:2]1([CH:7]2[CH2:12][CH2:11][NH:10][CH2:9][CH2:8]2)[CH:6]=[CH:5][N:4]=N1.Cl.N1N(C2CCNCC2)N=[CH:17]C=1. (3) Given the product [C:26]([O:25][C:23](=[O:24])[NH:30][CH2:31][CH2:32][CH2:33][C:34](=[O:36])[NH:7][CH2:8][CH2:9][CH2:10][C:11](=[O:21])[NH:12][CH2:13][CH2:14][CH2:15][C:16](=[O:20])[NH:17][CH2:18][CH3:19])([CH3:27])([CH3:28])[CH3:29], predict the reactants needed to synthesize it. The reactants are: C(OC(=O)[NH:7][CH2:8][CH2:9][CH2:10][C:11](=[O:21])[NH:12][CH2:13][CH2:14][CH2:15][C:16](=[O:20])[NH:17][CH2:18][CH3:19])(C)(C)C.[C:23]([NH:30][CH2:31][CH2:32][CH2:33][C:34]([OH:36])=O)([O:25][C:26]([CH3:29])([CH3:28])[CH3:27])=[O:24].